Dataset: Full USPTO retrosynthesis dataset with 1.9M reactions from patents (1976-2016). Task: Predict the reactants needed to synthesize the given product. Given the product [F:53][CH:52]([F:54])[O:51][C:48]1[CH:49]=[CH:50][C:45]([C:15]#[C:14][C:10]2[CH:11]=[CH:12][CH:13]=[C:8]([CH:6]3[CH2:5][CH:4]([CH2:3][CH2:2][F:1])[CH2:7]3)[CH:9]=2)=[CH:46][CH:47]=1, predict the reactants needed to synthesize it. The reactants are: [F:1][CH2:2][CH2:3][CH:4]1[CH2:7][CH:6]([C:8]2[CH:9]=[C:10]([C:14]#[C:15][Si](C(C)C)(C(C)C)C(C)C)[CH:11]=[CH:12][CH:13]=2)[CH2:5]1.[F-].C([N+](CCCC)(CCCC)CCCC)CCC.Br[C:45]1[CH:50]=[CH:49][C:48]([O:51][CH:52]([F:54])[F:53])=[CH:47][CH:46]=1.C(N(CC)CC)C.